This data is from Reaction yield outcomes from USPTO patents with 853,638 reactions. The task is: Predict the reaction yield, written as a fraction of the theoretical maximum amount of product (1.0 means a 100% yield; for example, 0.34 means a 34% yield). (1) The reactants are O[Li].O.SCC(O)=O.[CH2:9]([O:16][N:17]([C@H:30]1[CH2:35][N:34]([C:36]([O:38][C:39]([CH3:42])([CH3:41])[CH3:40])=[O:37])[C@H:33]([C:43]([O:45][CH2:46][CH3:47])=[O:44])[CH2:32][CH2:31]1)S(C1C=CC=CC=1[N+]([O-])=O)(=O)=O)[C:10]1[CH:15]=[CH:14][CH:13]=[CH:12][CH:11]=1. The catalyst is CN(C=O)C.O. The product is [CH2:9]([O:16][NH:17][C@H:30]1[CH2:35][N:34]([C:36]([O:38][C:39]([CH3:41])([CH3:42])[CH3:40])=[O:37])[C@H:33]([C:43]([O:45][CH2:46][CH3:47])=[O:44])[CH2:32][CH2:31]1)[C:10]1[CH:15]=[CH:14][CH:13]=[CH:12][CH:11]=1. The yield is 0.850. (2) The reactants are [Br:1][C:2]1[CH:3]=[C:4]([N:13]([CH:19]2[CH2:24][CH2:23][O:22][CH2:21][CH2:20]2)[CH2:14][C:15]([F:18])([F:17])[F:16])[C:5]([CH3:12])=[C:6]([CH:11]=1)[C:7]([O:9]C)=[O:8].[OH-].[Na+]. The catalyst is C1COCC1.CO. The product is [Br:1][C:2]1[CH:3]=[C:4]([N:13]([CH:19]2[CH2:24][CH2:23][O:22][CH2:21][CH2:20]2)[CH2:14][C:15]([F:16])([F:18])[F:17])[C:5]([CH3:12])=[C:6]([CH:11]=1)[C:7]([OH:9])=[O:8]. The yield is 0.900. (3) The reactants are [O:1]1[C:5]2[CH:6]=[CH:7][CH:8]=[C:9]([N:10]3[CH2:15][CH2:14][N:13]([CH2:16][CH2:17][C@H:18]4[CH2:23][CH2:22][C@H:21]([NH:24][C:25]([C:27]5([OH:30])[CH2:29][CH2:28]5)=[O:26])[CH2:20][CH2:19]4)[CH2:12][CH2:11]3)[C:4]=2[O:3][CH2:2]1.[H-].[Na+].[CH3:33]I. The catalyst is C1COCC1.O. The product is [O:1]1[C:5]2[CH:6]=[CH:7][CH:8]=[C:9]([N:10]3[CH2:11][CH2:12][N:13]([CH2:16][CH2:17][C@H:18]4[CH2:23][CH2:22][C@H:21]([NH:24][C:25]([C:27]5([O:30][CH3:33])[CH2:29][CH2:28]5)=[O:26])[CH2:20][CH2:19]4)[CH2:14][CH2:15]3)[C:4]=2[O:3][CH2:2]1. The yield is 0.585. (4) The reactants are [O:1]=[C:2]1[CH2:6][CH2:5][N:4]([C:7]([O:9][C:10]([CH3:13])([CH3:12])[CH3:11])=[O:8])[CH2:3]1.[CH3:14][Mg]Br. The catalyst is C1COCC1.C(OCCCC)CCC. The product is [OH:1][C:2]1([CH3:14])[CH2:6][CH2:5][N:4]([C:7]([O:9][C:10]([CH3:13])([CH3:12])[CH3:11])=[O:8])[CH2:3]1. The yield is 0.700. (5) The yield is 0.0500. The product is [N:23]1([CH2:22][CH2:21][NH:20][S:17]([C:14]2[CH:13]=[CH:12][C:11]([NH:10][C:29](=[O:32])[CH:30]=[CH2:31])=[CH:16][CH:15]=2)(=[O:19])=[O:18])[CH2:24][CH2:25][O:26][CH2:27][CH2:28]1. The catalyst is C1COCC1. The reactants are C(N(C(C)C)CC)(C)C.[NH2:10][C:11]1[CH:16]=[CH:15][C:14]([S:17]([NH:20][CH2:21][CH2:22][N:23]2[CH2:28][CH2:27][O:26][CH2:25][CH2:24]2)(=[O:19])=[O:18])=[CH:13][CH:12]=1.[C:29](Cl)(=[O:32])[CH:30]=[CH2:31]. (6) The reactants are [CH2:1]([NH:3][C:4]([NH:6][C:7]1[CH:8]=[C:9]([CH:11]=[CH:12][CH:13]=1)[NH2:10])=[O:5])[CH3:2].Cl[C:15]1[N:20]=[C:19](Cl)[C:18]([F:22])=[CH:17][N:16]=1. No catalyst specified. The product is [CH2:1]([NH:3][C:4]([NH:6][C:7]1[CH:8]=[C:9]([NH:10][C:15]2[N:20]=[C:19]([NH:10][C:9]3[CH:11]=[CH:12][CH:13]=[C:7]([NH:6][C:4]([NH:3][CH2:1][CH3:2])=[O:5])[CH:8]=3)[C:18]([F:22])=[CH:17][N:16]=2)[CH:11]=[CH:12][CH:13]=1)=[O:5])[CH3:2]. The yield is 0.660. (7) The reactants are [CH:1]1([C:4]2[C:13]3[C:8](=[CH:9][CH:10]=[CH:11][CH:12]=3)[C:7]([N+:14]([O-])=O)=[CH:6][CH:5]=2)[CH2:3][CH2:2]1. The catalyst is C(O)C.[Pd]. The product is [NH2:14][C:7]1[C:8]2[C:13](=[CH:12][CH:11]=[CH:10][CH:9]=2)[C:4]([CH:1]2[CH2:3][CH2:2]2)=[CH:5][CH:6]=1. The yield is 0.730. (8) The reactants are [F:1]/[C:2](=[CH:8]\[C:9]1[CH:14]=[CH:13][CH:12]=[CH:11][C:10]=1[NH:15][C:16](=[O:30])[C:17]1[CH:22]=[CH:21][CH:20]=[CH:19][C:18]=1[O:23][C:24]1[CH:29]=[CH:28][CH:27]=[CH:26][CH:25]=1)/[C:3](OCC)=[O:4].[NH2:31][OH:32].[OH-].[Na+]. The catalyst is CO.C1COCC1. The product is [F:1]/[C:2](/[C:3]([NH:31][OH:32])=[O:4])=[CH:8]\[C:9]1[CH:14]=[CH:13][CH:12]=[CH:11][C:10]=1[NH:15][C:16](=[O:30])[C:17]1[CH:22]=[CH:21][CH:20]=[CH:19][C:18]=1[O:23][C:24]1[CH:29]=[CH:28][CH:27]=[CH:26][CH:25]=1. The yield is 0.480.